Dataset: Catalyst prediction with 721,799 reactions and 888 catalyst types from USPTO. Task: Predict which catalyst facilitates the given reaction. (1) Reactant: [CH:1]1[C:13]2[N:12]([C:14]3[CH:15]=[C:16]([C:33]4[O:34][C:35]([C:38]5[CH:43]=[CH:42][CH:41]=[C:40]([O:44]C)[CH:39]=5)=[N:36][N:37]=4)[CH:17]=[C:18]([N:20]4[C:32]5[CH:31]=[CH:30][CH:29]=[CH:28][C:27]=5[C:26]5[C:21]4=[CH:22][CH:23]=[CH:24][CH:25]=5)[CH:19]=3)[C:11]3[C:6](=[CH:7][CH:8]=[CH:9][CH:10]=3)[C:5]=2[CH:4]=[CH:3][CH:2]=1.B(Br)(Br)Br.C(=O)=O.CC(C)=O. Product: [CH:22]1[C:21]2[N:20]([C:18]3[CH:17]=[C:16]([C:33]4[O:34][C:35]([C:38]5[CH:39]=[C:40]([OH:44])[CH:41]=[CH:42][CH:43]=5)=[N:36][N:37]=4)[CH:15]=[C:14]([N:12]4[C:13]5[CH:1]=[CH:2][CH:3]=[CH:4][C:5]=5[C:6]5[C:11]4=[CH:10][CH:9]=[CH:8][CH:7]=5)[CH:19]=3)[C:32]3[C:27](=[CH:28][CH:29]=[CH:30][CH:31]=3)[C:26]=2[CH:25]=[CH:24][CH:23]=1. The catalyst class is: 4. (2) Reactant: Br[C:2]1[CH:14]=[CH:13][C:5]([C:6]([O:8][C:9]([CH3:12])([CH3:11])[CH3:10])=[O:7])=[C:4]([NH:15][C:16]2[CH:21]=[CH:20][C:19]([F:22])=[CH:18][CH:17]=2)[CH:3]=1.[CH:23]([CH:25]1[CH2:30][CH2:29][CH2:28][CH2:27][CH2:26]1)=[CH2:24].C(=O)([O-])[O-].[Cs+].[Cs+]. Product: [CH:25]1(/[CH:23]=[CH:24]/[C:2]2[CH:14]=[CH:13][C:5]([C:6]([O:8][C:9]([CH3:12])([CH3:11])[CH3:10])=[O:7])=[C:4]([NH:15][C:16]3[CH:21]=[CH:20][C:19]([F:22])=[CH:18][CH:17]=3)[CH:3]=2)[CH2:30][CH2:29][CH2:28][CH2:27][CH2:26]1. The catalyst class is: 596.